From a dataset of Full USPTO retrosynthesis dataset with 1.9M reactions from patents (1976-2016). Predict the reactants needed to synthesize the given product. The reactants are: Br[C:2]1[CH:3]=[C:4]([NH:10][C:11]2[CH:16]=[C:15]([CH3:17])[CH:14]=[C:13]([CH3:18])[N:12]=2)[C:5]([C:8]#[N:9])=[N:6][CH:7]=1.CC1(C)C2C(=C(P(C3C=CC=CC=3)C3C=CC=CC=3)C=CC=2)OC2C(P(C3C=CC=CC=3)C3C=CC=CC=3)=CC=CC1=2.C(=O)([O-])[O-].[Cs+].[Cs+].[CH3:67][O:68][C:69]1[CH:76]=[C:75]([O:77][CH3:78])[CH:74]=[CH:73][C:70]=1[CH2:71][NH2:72]. Given the product [CH3:67][O:68][C:69]1[CH:76]=[C:75]([O:77][CH3:78])[CH:74]=[CH:73][C:70]=1[CH2:71][NH:72][C:2]1[CH:3]=[C:4]([NH:10][C:11]2[CH:16]=[C:15]([CH3:17])[CH:14]=[C:13]([CH3:18])[N:12]=2)[C:5]([C:8]#[N:9])=[N:6][CH:7]=1, predict the reactants needed to synthesize it.